Dataset: Full USPTO retrosynthesis dataset with 1.9M reactions from patents (1976-2016). Task: Predict the reactants needed to synthesize the given product. (1) The reactants are: [Li+].CC([N-]C(C)C)C.[Cl:9][C:10]1[CH:15]=[C:14]([Cl:16])[CH:13]=[C:12]([Cl:17])[CH:11]=1.[CH:18](=[O:20])[CH3:19]. Given the product [Cl:9][C:10]1[CH:15]=[C:14]([Cl:16])[CH:13]=[C:12]([Cl:17])[C:11]=1[CH:18]([OH:20])[CH3:19], predict the reactants needed to synthesize it. (2) Given the product [CH:3]1[C:12]2[C:7](=[CH:8][CH:9]=[CH:10][CH:11]=2)[CH:6]=[CH:5][C:4]=1[S:13]([NH:16][CH:17]1[CH2:20][N:19]([C:21]2[N:26]=[CH:25][C:24]([C:27]([OH:29])=[O:28])=[CH:23][N:22]=2)[CH2:18]1)(=[O:15])=[O:14], predict the reactants needed to synthesize it. The reactants are: [OH-].[Na+].[CH:3]1[C:12]2[C:7](=[CH:8][CH:9]=[CH:10][CH:11]=2)[CH:6]=[CH:5][C:4]=1[S:13]([NH:16][CH:17]1[CH2:20][N:19]([C:21]2[N:26]=[CH:25][C:24]([C:27]([O:29]CC)=[O:28])=[CH:23][N:22]=2)[CH2:18]1)(=[O:15])=[O:14].Cl.C([O-])(O)=O.[Na+]. (3) Given the product [CH2:18]([O:17][C:15](=[O:16])[CH2:14][CH2:13][N:5]1[C:6]2[C:11](=[CH:10][CH:9]=[CH:8][CH:7]=2)[C:3]([CH:1]=[O:2])=[CH:4]1)[CH3:19], predict the reactants needed to synthesize it. The reactants are: [CH:1]([C:3]1[C:11]2[C:6](=[CH:7][CH:8]=[CH:9][CH:10]=2)[NH:5][CH:4]=1)=[O:2].Br[CH2:13][CH2:14][C:15]([O:17][CH2:18][CH3:19])=[O:16].C(=O)([O-])[O-].[K+].[K+]. (4) Given the product [CH2:1]([S:4]([O-:7])(=[O:6])=[O:5])[CH:2]=[CH2:3].[CH3:1][N+:9]1[CH:14]=[CH:13][CH:12]=[CH:11][CH:10]=1, predict the reactants needed to synthesize it. The reactants are: [CH2:1]([S:4]([O:7]C)(=[O:6])=[O:5])[CH:2]=[CH2:3].[N:9]1[CH:14]=[CH:13][CH:12]=[CH:11][CH:10]=1.